This data is from Forward reaction prediction with 1.9M reactions from USPTO patents (1976-2016). The task is: Predict the product of the given reaction. (1) Given the reactants [NH:1]([C:3]1[CH:8]=[CH:7][C:6]([O:9][CH3:10])=[CH:5][N:4]=1)[NH2:2].[CH2:11]([O:13][C:14](=[O:26])[C:15](=O)[CH2:16][C:17](=O)[C:18]1[CH:23]=[CH:22][CH:21]=[CH:20][CH:19]=1)[CH3:12], predict the reaction product. The product is: [CH2:11]([O:13][C:14]([C:15]1[CH:16]=[C:17]([C:18]2[CH:19]=[CH:20][CH:21]=[CH:22][CH:23]=2)[N:1]([C:3]2[CH:8]=[CH:7][C:6]([O:9][CH3:10])=[CH:5][N:4]=2)[N:2]=1)=[O:26])[CH3:12]. (2) Given the reactants [NH2:1][C:2](=[S:13])[CH2:3][CH2:4][NH:5]C(=O)OC(C)(C)C.[Br:14][CH2:15][C:16](=O)[CH2:17][CH3:18], predict the reaction product. The product is: [BrH:14].[CH2:17]([C:16]1[N:1]=[C:2]([CH2:3][CH2:4][NH2:5])[S:13][CH:15]=1)[CH3:18]. (3) Given the reactants [NH2:1][CH:2]1[CH2:7][CH2:6][N:5]([CH2:8][CH2:9][N:10]2[C:19]3[C:14](=[C:15]([C:22]4[CH:27]=[CH:26][N:25]=[CH:24][CH:23]=4)[CH:16]=[C:17]([O:20][CH3:21])[CH:18]=3)[N:13]=[CH:12][C:11]2=[O:28])[CH2:4][CH2:3]1.[O:29]1[C:38]2[CH:37]=[C:36]([CH:39]=O)[N:35]=[CH:34][C:33]=2[O:32][CH2:31][CH2:30]1.C(O[BH-](OC(=O)C)OC(=O)C)(=O)C.[Na+].C(=O)([O-])O.[Na+], predict the reaction product. The product is: [O:29]1[C:38]2[CH:37]=[C:36]([CH2:39][NH:1][CH:2]3[CH2:3][CH2:4][N:5]([CH2:8][CH2:9][N:10]4[C:19]5[C:14](=[C:15]([C:22]6[CH:27]=[CH:26][N:25]=[CH:24][CH:23]=6)[CH:16]=[C:17]([O:20][CH3:21])[CH:18]=5)[N:13]=[CH:12][C:11]4=[O:28])[CH2:6][CH2:7]3)[N:35]=[CH:34][C:33]=2[O:32][CH2:31][CH2:30]1. (4) Given the reactants [Li]CCCC.Br[C:7]1[CH:21]=[CH:20][C:10]([O:11][CH2:12][C@H:13]2[CH2:17][O:16][C:15]([CH3:19])([CH3:18])[O:14]2)=[CH:9][C:8]=1[C:22]([F:25])([F:24])[F:23].CN([CH:29]=[O:30])C, predict the reaction product. The product is: [CH3:18][C:15]1([CH3:19])[O:14][C@@H:13]([CH2:12][O:11][C:10]2[CH:20]=[CH:21][C:7]([CH:29]=[O:30])=[C:8]([C:22]([F:25])([F:24])[F:23])[CH:9]=2)[CH2:17][O:16]1. (5) Given the reactants [C:1]([O:5][C:6](=[O:20])[NH:7][CH:8]1[C:17]2[C:12](=[CH:13][C:14]([C:18]#[N:19])=[CH:15][CH:16]=2)[O:11][CH2:10][CH2:9]1)([CH3:4])([CH3:3])[CH3:2].[H-].[Na+].I[CH3:24], predict the reaction product. The product is: [C:1]([O:5][C:6](=[O:20])[N:7]([CH:8]1[C:17]2[C:12](=[CH:13][C:14]([C:18]#[N:19])=[CH:15][CH:16]=2)[O:11][CH2:10][CH2:9]1)[CH3:24])([CH3:4])([CH3:2])[CH3:3]. (6) Given the reactants [CH3:1][O:2][C:3]1[CH:4]=[C:5]([CH:11]=[CH:12][C:13]=1[O:14][CH3:15])[CH2:6][C:7](=[CH2:10])[CH:8]=[O:9].Cl([O-])=[O:17].[Na+], predict the reaction product. The product is: [CH3:1][O:2][C:3]1[CH:4]=[C:5]([CH:11]=[CH:12][C:13]=1[O:14][CH3:15])[CH2:6][C:7](=[CH2:10])[C:8]([OH:17])=[O:9]. (7) Given the reactants [F:1][C:2]1[C:11]2[N:10]3[CH2:12][CH2:13][CH2:14][CH:9]3[CH2:8][O:7][C:6]=2[CH:5]=[C:4]([N+:15]([O-])=O)[CH:3]=1, predict the reaction product. The product is: [F:1][C:2]1[C:11]2[N:10]3[CH2:12][CH2:13][CH2:14][CH:9]3[CH2:8][O:7][C:6]=2[CH:5]=[C:4]([NH2:15])[CH:3]=1. (8) Given the reactants [CH2:1]([O:3][C:4](=[O:19])[CH2:5][O:6][C:7]1[CH:8]=[N:9][CH:10]=[C:11]([Cl:18])[C:12]=1[CH:13](OC)[O:14]C)[CH3:2].O.FC(F)(F)C(O)=O, predict the reaction product. The product is: [CH2:1]([O:3][C:4](=[O:19])[CH2:5][O:6][C:7]1[CH:8]=[N:9][CH:10]=[C:11]([Cl:18])[C:12]=1[CH:13]=[O:14])[CH3:2]. (9) Given the reactants Cl.[F:2][C:3]1[CH:8]=[CH:7][C:6]([CH:9]2[CH2:14][CH2:13][N:12]([C:15]([C:17]3[C:21]4[CH2:22][NH:23][CH2:24][CH2:25][C:20]=4[NH:19][N:18]=3)=[O:16])[CH2:11][CH2:10]2)=[C:5]([C:26]([F:29])([F:28])[F:27])[CH:4]=1.C(N(C(C)C)CC)(C)C.[CH3:39][S:40](Cl)(=[O:42])=[O:41], predict the reaction product. The product is: [F:2][C:3]1[CH:8]=[CH:7][C:6]([CH:9]2[CH2:14][CH2:13][N:12]([C:15]([C:17]3[C:21]4[CH2:22][N:23]([S:40]([CH3:39])(=[O:42])=[O:41])[CH2:24][CH2:25][C:20]=4[NH:19][N:18]=3)=[O:16])[CH2:11][CH2:10]2)=[C:5]([C:26]([F:29])([F:27])[F:28])[CH:4]=1. (10) Given the reactants O=[C:2]1[CH:7]([C:8]([O:10]CC)=O)[CH2:6][CH2:5][N:4]([C:13]([O:15][C:16]([CH3:19])(C)C)=[O:14])[CH2:3]1.Cl.[CH:21]([NH2:23])=[NH:22].[CH3:24][CH2:25][O-].[Na+], predict the reaction product. The product is: [OH:10][C:8]1[C:7]2[CH2:6][CH2:5][N:4]([C:13]([O:15][CH2:16][CH2:19][CH2:24][CH3:25])=[O:14])[CH2:3][C:2]=2[N:22]=[CH:21][N:23]=1.